This data is from Reaction yield outcomes from USPTO patents with 853,638 reactions. The task is: Predict the reaction yield, written as a fraction of the theoretical maximum amount of product (1.0 means a 100% yield; for example, 0.34 means a 34% yield). (1) The reactants are [OH:1][C:2]1[CH:11]=[C:10]2[C:5]([CH:6]=[C:7]([C:13](=[S:15])[NH2:14])[C:8](=[O:12])[O:9]2)=[CH:4][CH:3]=1.N12CCCN=C1CCCCC2.Br[CH:28]([C:37](=O)[CH3:38])[C:29]([N:31]1[CH2:36][CH2:35][O:34][CH2:33][CH2:32]1)=[O:30].C1(C)C=CC(S([O-])(=O)=O)=CC=1.[NH+]1C=CC=CC=1. The catalyst is CN(C)C=O.O. The product is [OH:1][C:2]1[CH:11]=[C:10]2[C:5]([CH:6]=[C:7]([C:13]3[S:15][C:28]([C:29]([N:31]4[CH2:36][CH2:35][O:34][CH2:33][CH2:32]4)=[O:30])=[C:37]([CH3:38])[N:14]=3)[C:8](=[O:12])[O:9]2)=[CH:4][CH:3]=1. The yield is 0.0580. (2) The reactants are Cl[CH2:2][C:3]1[CH:22]=[CH:21][C:6]([CH2:7][O:8][C:9]2[CH:14]=[CH:13][C:12]([CH2:15][CH2:16][C:17]([O:19][CH3:20])=[O:18])=[CH:11][CH:10]=2)=[CH:5][CH:4]=1.[OH:23][CH:24]1[CH2:29][CH2:28][NH:27][CH2:26][CH2:25]1.C(=O)([O-])[O-].[K+].[K+].CN(C)C=O. The catalyst is C(OCC)(=O)C. The product is [OH:23][CH:24]1[CH2:29][CH2:28][N:27]([CH2:2][C:3]2[CH:22]=[CH:21][C:6]([CH2:7][O:8][C:9]3[CH:14]=[CH:13][C:12]([CH2:15][CH2:16][C:17]([O:19][CH3:20])=[O:18])=[CH:11][CH:10]=3)=[CH:5][CH:4]=2)[CH2:26][CH2:25]1. The yield is 0.990. (3) The reactants are CCN(C(C)C)C(C)C.[F:10][C:11]1[CH:16]=[CH:15][CH:14]=[CH:13][C:12]=1[C:17]1[NH:21][N:20]=[C:19]([C:22]([OH:24])=O)[CH:18]=1.C1C=CC2N(O)N=NC=2C=1.CCN=C=NCCCN(C)C.Cl.[NH2:47][CH2:48][C:49]([N:51]1[CH2:56][CH2:55][N:54]([C:57](=[O:69])[C:58]2[CH:63]=[C:62]([F:64])[CH:61]=[CH:60][C:59]=2[C:65]([F:68])([F:67])[F:66])[CH2:53][CH2:52]1)=[O:50]. The catalyst is CN(C=O)C.O. The product is [F:64][C:62]1[CH:61]=[CH:60][C:59]([C:65]([F:67])([F:66])[F:68])=[C:58]([CH:63]=1)[C:57]([N:54]1[CH2:55][CH2:56][N:51]([C:49](=[O:50])[CH2:48][NH:47][C:22]([C:19]2[CH:18]=[C:17]([C:12]3[CH:13]=[CH:14][CH:15]=[CH:16][C:11]=3[F:10])[NH:21][N:20]=2)=[O:24])[CH2:52][CH2:53]1)=[O:69]. The yield is 0.332. (4) The reactants are S(S([O-])=O)([O-])=O.[Na+].[Na+].[CH3:9][O:10][C:11]1[CH:12]=[C:13]([CH:18]=[C:19]([N+:23]([O-])=O)[C:20]=1[NH:21][CH3:22])[C:14]([O:16][CH3:17])=[O:15].[CH:26]1([CH2:29][N:30]2[C:34]3=[N:35][CH:36]=[CH:37][CH:38]=[C:33]3[CH:32]=[C:31]2[CH:39]=O)[CH2:28][CH2:27]1. The catalyst is O.C(O)C.C(Cl)Cl. The product is [CH:26]1([CH2:29][N:30]2[C:34]3=[N:35][CH:36]=[CH:37][CH:38]=[C:33]3[CH:32]=[C:31]2[C:39]2[N:21]([CH3:22])[C:20]3[C:11]([O:10][CH3:9])=[CH:12][C:13]([C:14]([O:16][CH3:17])=[O:15])=[CH:18][C:19]=3[N:23]=2)[CH2:27][CH2:28]1. The yield is 0.800. (5) The catalyst is C([O-])(=O)C.[Pd+2].C([O-])(=O)C. The yield is 0.590. The reactants are I[C:2]1[C:7]([CH3:8])=[CH:6][N:5]=[C:4]([NH:9][C:10]2[CH:15]=[CH:14][C:13]([N:16]3[CH2:21][CH2:20][O:19][CH2:18][CH2:17]3)=[CH:12][C:11]=2[O:22][CH3:23])[CH:3]=1.[NH2:24][C:25]1[CH:34]=[CH:33][CH:32]=[CH:31][C:26]=1[C:27]([NH:29][CH3:30])=[O:28].P([O-])([O-])([O-])=O.[K+].[K+].[K+].C1(P(C2C=CC=CC=2)C2C=CC=CC=2OC2C=CC=CC=2P(C2C=CC=CC=2)C2C=CC=CC=2)C=CC=CC=1. The product is [CH3:30][NH:29][C:27](=[O:28])[C:26]1[CH:31]=[CH:32][CH:33]=[CH:34][C:25]=1[NH:24][C:2]1[C:7]([CH3:8])=[CH:6][N:5]=[C:4]([NH:9][C:10]2[CH:15]=[CH:14][C:13]([N:16]3[CH2:21][CH2:20][O:19][CH2:18][CH2:17]3)=[CH:12][C:11]=2[O:22][CH3:23])[CH:3]=1. (6) The reactants are [F:1][C:2]1[CH:7]=[CH:6][C:5]([N:8]([CH2:16][CH2:17][OH:18])[CH2:9][CH2:10][CH2:11][C:12](OC)=O)=[CH:4][CH:3]=1.C(=O)(O)O.[NH2:23][NH:24][C:25]([NH2:27])=[NH:26].N1C=CC=CC=1. The catalyst is C(Cl)(Cl)Cl.CO.C(O)(=O)C. The product is [NH2:27][C:25]1[NH:24][N:23]=[C:12]([CH2:11][CH2:10][CH2:9][N:8]([C:5]2[CH:6]=[CH:7][C:2]([F:1])=[CH:3][CH:4]=2)[CH2:16][CH2:17][OH:18])[N:26]=1. The yield is 0.450. (7) The reactants are Cl[C:2]1[N:7]2[N:8]=[C:9]([C:23]3[CH:28]=[CH:27][C:26]([F:29])=[CH:25][CH:24]=3)[C:10]([C:11]3[CH:16]=[CH:15][N:14]=[C:13]([NH:17][CH:18]4[CH2:22][CH2:21][CH2:20][CH2:19]4)[N:12]=3)=[C:6]2[CH:5]=[CH:4][CH:3]=1.[N-:30]=[N+]=[N-].[Na+].CCOCC. The catalyst is CN(C)C=O. The product is [CH:18]1([NH:17][C:13]2[N:12]=[C:11]([C:10]3[C:9]([C:23]4[CH:24]=[CH:25][C:26]([F:29])=[CH:27][CH:28]=4)=[N:8][N:7]4[C:2]([NH2:30])=[CH:3][CH:4]=[CH:5][C:6]=34)[CH:16]=[CH:15][N:14]=2)[CH2:19][CH2:20][CH2:21][CH2:22]1. The yield is 0.600. (8) The product is [CH3:1][C:2]1[C:9]([CH3:10])=[CH:8][CH:7]=[CH:6][C:3]=1/[CH:4]=[CH:26]/[CH2:25][C:22]([OH:24])=[O:23]. The yield is 0.990. The reactants are [CH3:1][C:2]1[C:9]([CH3:10])=[CH:8][CH:7]=[CH:6][C:3]=1[CH:4]=O.C[Si]([N-][Si](C)(C)C)(C)C.[Na+].[Br-].[C:22]([CH2:25][CH2:26][P+](C1C=CC=CC=1)(C1C=CC=CC=1)C1C=CC=CC=1)([OH:24])=[O:23]. The catalyst is C1COCC1.O. (9) The reactants are C([O:8][C:9](=[O:37])[C:10]1[CH:15]=[CH:14][C:13]([O:16][C:17](=[O:36])[CH:18]([C:24]2[CH:33]=[C:32]3[C:27]([C:28]([CH3:35])([CH3:34])[CH2:29][CH2:30][O:31]3)=[CH:26][CH:25]=2)[CH2:19][CH2:20][CH2:21][CH2:22][CH3:23])=[CH:12][CH:11]=1)C1C=CC=CC=1. The catalyst is C([O-])(=O)C.[Pd]. The product is [CH3:34][C:28]1([CH3:35])[C:27]2[C:32](=[CH:33][C:24]([CH:18]([CH2:19][CH2:20][CH2:21][CH2:22][CH3:23])[C:17]([O:16][C:13]3[CH:12]=[CH:11][C:10]([C:9]([OH:37])=[O:8])=[CH:15][CH:14]=3)=[O:36])=[CH:25][CH:26]=2)[O:31][CH2:30][CH2:29]1. The yield is 0.590. (10) The reactants are [N:1]1([C:7]2[C:8]3[N:16]=[C:15]([C:17]4[CH:18]=[N:19][CH:20]=[CH:21][CH:22]=4)[S:14][C:9]=3[N:10]=[C:11]([NH2:13])[N:12]=2)[CH2:6][CH2:5][NH:4][CH2:3][CH2:2]1.[F:23][C:24]1[CH:34]=[CH:33][C:27]([O:28][CH2:29][C:30](O)=[O:31])=[CH:26][CH:25]=1. No catalyst specified. The product is [NH2:13][C:11]1[N:12]=[C:7]([N:1]2[CH2:6][CH2:5][N:4]([C:30](=[O:31])[CH2:29][O:28][C:27]3[CH:33]=[CH:34][C:24]([F:23])=[CH:25][CH:26]=3)[CH2:3][CH2:2]2)[C:8]2[N:16]=[C:15]([C:17]3[CH:18]=[N:19][CH:20]=[CH:21][CH:22]=3)[S:14][C:9]=2[N:10]=1. The yield is 0.670.